This data is from Forward reaction prediction with 1.9M reactions from USPTO patents (1976-2016). The task is: Predict the product of the given reaction. Given the reactants C([N-]C(C)C)(C)C.[Li+].[C:9]1([CH3:21])[CH:14]=[CH:13][CH:12]=[C:11]([CH2:15][C:16]([O:18][CH2:19][CH3:20])=[O:17])[CH:10]=1.[N:22]1[CH:23]=[N:24][N:25]2[CH:30]=[C:29]([CH:31]=[O:32])[CH:28]=[CH:27][C:26]=12, predict the reaction product. The product is: [CH2:19]([O:18][C:16](=[O:17])[CH:15]([C:11]1[CH:10]=[C:9]([CH3:21])[CH:14]=[CH:13][CH:12]=1)[CH:31]([OH:32])[C:29]1[CH:28]=[CH:27][C:26]2[N:25]([N:24]=[CH:23][N:22]=2)[CH:30]=1)[CH3:20].